From a dataset of Forward reaction prediction with 1.9M reactions from USPTO patents (1976-2016). Predict the product of the given reaction. (1) Given the reactants [N:1]([CH2:4][CH2:5][O:6][CH2:7][CH2:8][O:9][CH2:10][CH2:11][O:12][CH2:13][CH2:14][O:15][CH2:16][CH2:17][O:18][CH2:19][CH2:20][O:21][CH2:22][CH2:23][C:24]([O:26][C:27]([CH3:30])([CH3:29])[CH3:28])=[O:25])=[N+]=[N-], predict the reaction product. The product is: [NH2:1][CH2:4][CH2:5][O:6][CH2:7][CH2:8][O:9][CH2:10][CH2:11][O:12][CH2:13][CH2:14][O:15][CH2:16][CH2:17][O:18][CH2:19][CH2:20][O:21][CH2:22][CH2:23][C:24]([O:26][C:27]([CH3:30])([CH3:29])[CH3:28])=[O:25]. (2) Given the reactants [CH2:1]([O:5][C:6]1[C:7]([O:19][CH3:20])=[CH:8][CH:9]=[C:10]2[C:15]=1[NH:14][C:13](=[O:16])[C:12]([CH2:17][NH2:18])=[CH:11]2)[CH2:2][CH2:3][CH3:4].[F:21][C:22]1[CH:27]=[CH:26][C:25]([N:28]=[C:29]=[O:30])=[CH:24][CH:23]=1.CO.C(N(CC)CC)C, predict the reaction product. The product is: [CH2:1]([O:5][C:6]1[C:7]([O:19][CH3:20])=[CH:8][CH:9]=[C:10]2[C:15]=1[NH:14][C:13](=[O:16])[C:12]([CH2:17][NH:18][C:29]([NH:28][C:25]1[CH:26]=[CH:27][C:22]([F:21])=[CH:23][CH:24]=1)=[O:30])=[CH:11]2)[CH2:2][CH2:3][CH3:4].